Dataset: Catalyst prediction with 721,799 reactions and 888 catalyst types from USPTO. Task: Predict which catalyst facilitates the given reaction. (1) Reactant: [CH3:1][C@H:2]1[CH2:7][N:6](C(OCC2C=CC=CC=2)=O)[C:5](=[O:18])[CH2:4][CH2:3]1.C[Si](C)(C)[N-][Si](C)(C)C.[Li+].[CH3:29][C@H:30]1[CH2:35][CH2:34][C@H:33]([N:36]2[CH:40]=[C:39]([CH:41]=O)[N:38]=[CH:37]2)[CH2:32][CH2:31]1.[Cl-].[NH4+]. Product: [CH3:1][C@H:2]1[CH2:7][NH:6][C:5](=[O:18])/[C:4](=[CH:41]/[C:39]2[N:38]=[CH:37][N:36]([C@H:33]3[CH2:34][CH2:35][C@H:30]([CH3:29])[CH2:31][CH2:32]3)[CH:40]=2)/[CH2:3]1. The catalyst class is: 7. (2) Reactant: [OH:1][C:2]([C:5]1[N:6]=[C:7]([CH2:50][CH2:51][CH3:52])[N:8]([CH2:21][C:22]2[CH:27]=[CH:26][C:25]([C:28]3[CH:33]=[CH:32][CH:31]=[CH:30][C:29]=3[C:34]3[N:35]=[N:36][N:37](CC4C=CC(OC)=CC=4OC)[N:38]=3)=[CH:24][CH:23]=2)[C:9]=1[C:10]([O:12][CH2:13][C:14]1[O:15][C:16](=[O:20])[O:17][C:18]=1[CH3:19])=[O:11])([CH3:4])[CH3:3].FC(F)(F)C(O)=O. The catalyst class is: 2. Product: [CH3:52][CH2:51][CH2:50][C:7]1[N:8]([CH2:21][C:22]2[CH:23]=[CH:24][C:25]([C:28]3[CH:33]=[CH:32][CH:31]=[CH:30][C:29]=3[C:34]3[NH:38][N:37]=[N:36][N:35]=3)=[CH:26][CH:27]=2)[C:9]([C:10]([O:12][CH2:13][C:14]2[O:15][C:16](=[O:20])[O:17][C:18]=2[CH3:19])=[O:11])=[C:5]([C:2]([OH:1])([CH3:4])[CH3:3])[N:6]=1. (3) Reactant: C(O)(C(F)(F)F)=O.[CH3:8][S:9]([C:12]1[CH:17]=[CH:16][C:15]([C:18]2[CH:19]=[N:20][C:21]([NH:24][CH2:25][CH:26]3[CH2:31][CH2:30][N:29]([C:32]([O:34]C(C)(C)C)=[O:33])[CH2:28][CH2:27]3)=[N:22][CH:23]=2)=[CH:14][CH:13]=1)(=[O:11])=[O:10].ClC(O[CH2:43][C:44]1[CH:49]=[CH:48][CH:47]=[CH:46][CH:45]=1)=O.C(N(CC)CC)C. Product: [CH3:8][S:9]([C:12]1[CH:13]=[CH:14][C:15]([C:18]2[CH:19]=[N:20][C:21]([NH:24][CH2:25][CH:26]3[CH2:27][CH2:28][N:29]([C:32]([O:34][CH2:43][C:44]4[CH:49]=[CH:48][CH:47]=[CH:46][CH:45]=4)=[O:33])[CH2:30][CH2:31]3)=[N:22][CH:23]=2)=[CH:16][CH:17]=1)(=[O:10])=[O:11]. The catalyst class is: 2. (4) Reactant: [C:1]([O:4][CH2:5][CH:6]1[CH2:10][CH2:9][N:8]([C:11]2[C:16](/[CH:17]=[C:18](\[CH3:26])/[C:19]([O:21][C:22]([CH3:25])([CH3:24])[CH3:23])=[O:20])=[CH:15][C:14](Br)=[CH:13][N:12]=2)[CH2:7]1)(=[O:3])[CH3:2].[CH2:28]([O:32][CH2:33][CH2:34][O:35][C:36]1[CH:41]=[CH:40][C:39](OB(O)O)=[CH:38][CH:37]=1)[CH2:29][CH2:30][CH3:31].C(=O)([O-])[O-].[K+].[K+]. Product: [C:1]([O:4][CH2:5][CH:6]1[CH2:10][CH2:9][N:8]([C:11]2[C:16](/[CH:17]=[C:18](\[CH3:26])/[C:19]([O:21][C:22]([CH3:25])([CH3:24])[CH3:23])=[O:20])=[CH:15][C:14]([C:39]3[CH:40]=[CH:41][C:36]([O:35][CH2:34][CH2:33][O:32][CH2:28][CH2:29][CH2:30][CH3:31])=[CH:37][CH:38]=3)=[CH:13][N:12]=2)[CH2:7]1)(=[O:3])[CH3:2]. The catalyst class is: 460. (5) Reactant: [F:1][C:2]1[C:3]([OH:34])=[C:4]([C:8]2[N:13]([CH2:14][CH2:15][C:16]3[CH:21]=[CH:20][CH:19]=[CH:18][CH:17]=3)[C:12](=[O:22])[C:11]([C:23]3[CH:24]=[C:25]4[C:30](=[CH:31][CH:32]=3)[NH:29][CH2:28][CH2:27][CH2:26]4)=[C:10]([CH3:33])[N:9]=2)[CH:5]=[CH:6][CH:7]=1.C=O.[BH3-][C:38]#N.[Na+]. Product: [F:1][C:2]1[C:3]([OH:34])=[C:4]([C:8]2[N:13]([CH2:14][CH2:15][C:16]3[CH:17]=[CH:18][CH:19]=[CH:20][CH:21]=3)[C:12](=[O:22])[C:11]([C:23]3[CH:24]=[C:25]4[C:30](=[CH:31][CH:32]=3)[N:29]([CH3:38])[CH2:28][CH2:27][CH2:26]4)=[C:10]([CH3:33])[N:9]=2)[CH:5]=[CH:6][CH:7]=1. The catalyst class is: 5.